This data is from Peptide-MHC class I binding affinity with 185,985 pairs from IEDB/IMGT. The task is: Regression. Given a peptide amino acid sequence and an MHC pseudo amino acid sequence, predict their binding affinity value. This is MHC class I binding data. (1) The peptide sequence is HPRVSSEVHI. The MHC is HLA-A02:01 with pseudo-sequence HLA-A02:01. The binding affinity (normalized) is 0. (2) The peptide sequence is RYSIFFDY. The MHC is HLA-A23:01 with pseudo-sequence HLA-A23:01. The binding affinity (normalized) is 0.465. (3) The binding affinity (normalized) is 0.0869. The MHC is HLA-A11:01 with pseudo-sequence HLA-A11:01. The peptide sequence is PFDIKYISR. (4) The peptide sequence is KHYWDAIRF. The MHC is Mamu-A07 with pseudo-sequence Mamu-A07. The binding affinity (normalized) is 0. (5) The peptide sequence is LPPERRQPF. The MHC is HLA-B08:01 with pseudo-sequence HLA-B08:01. The binding affinity (normalized) is 0.423.